This data is from Reaction yield outcomes from USPTO patents with 853,638 reactions. The task is: Predict the reaction yield, written as a fraction of the theoretical maximum amount of product (1.0 means a 100% yield; for example, 0.34 means a 34% yield). (1) The reactants are [F:1][C:2]1([F:12])[CH2:5][CH:4]([C:6]([CH3:11])([CH3:10])C(O)=O)[CH2:3]1.C1C=CC(P([N:27]=[N+]=[N-])(C2C=CC=CC=2)=O)=CC=1.[Cl:30][C:31]1[CH:32]=[C:33]([C:38]2[C:46]([C:47]([NH2:49])=[O:48])=[C:41]3[CH2:42][NH:43][CH2:44][CH2:45][N:40]3[N:39]=2)[CH:34]=[CH:35][C:36]=1[F:37].C1[CH2:54][O:53]CC1. The catalyst is C1(C)C=CC=CC=1.CCOC(C)=O. The product is [Cl:30][C:31]1[CH:32]=[C:33]([C:38]2[C:46]([C:47]([NH2:49])=[O:48])=[C:41]3[CH2:42][N:43]([C:54]([NH:27][C:6]([CH:4]4[CH2:3][C:2]([F:1])([F:12])[CH2:5]4)([CH3:10])[CH3:11])=[O:53])[CH2:44][CH2:45][N:40]3[N:39]=2)[CH:34]=[CH:35][C:36]=1[F:37]. The yield is 0.410. (2) The reactants are Br[C:2]1[CH:11]=[N:10][CH:9]=[C:8]2[C:3]=1[CH:4]=[C:5]([C:12]([NH2:14])=[O:13])[CH:6]=[N:7]2.[CH3:15][O:16][C:17]1[CH:18]=[C:19](B(O)O)[CH:20]=[CH:21][CH:22]=1.C(=O)([O-])[O-].[Cs+].[Cs+]. The catalyst is O1CCOCC1.O.C1(P([C-]2C=CC=C2)C2C=CC=CC=2)C=CC=CC=1.[C-]1(P(C2C=CC=CC=2)C2C=CC=CC=2)C=CC=C1.[Fe+2].[Pd](Cl)Cl. The product is [CH3:15][O:16][C:17]1[CH:22]=[C:21]([C:2]2[CH:11]=[N:10][CH:9]=[C:8]3[C:3]=2[CH:4]=[C:5]([C:12]([NH2:14])=[O:13])[CH:6]=[N:7]3)[CH:20]=[CH:19][CH:18]=1. The yield is 0.900. (3) The reactants are [O:1]=[C:2]1[CH2:7][CH2:6][N:5]([C:8]([O:10][C:11]([CH3:14])([CH3:13])[CH3:12])=[O:9])[CH2:4][CH2:3]1.[CH3:15][O:16][C:17]1[CH:22]=[CH:21][C:20]([Mg]Br)=[CH:19][CH:18]=1. The catalyst is C(OCC)C. The product is [OH:1][C:2]1([C:20]2[CH:21]=[CH:22][C:17]([O:16][CH3:15])=[CH:18][CH:19]=2)[CH2:3][CH2:4][N:5]([C:8]([O:10][C:11]([CH3:14])([CH3:13])[CH3:12])=[O:9])[CH2:6][CH2:7]1. The yield is 1.00.